From a dataset of Full USPTO retrosynthesis dataset with 1.9M reactions from patents (1976-2016). Predict the reactants needed to synthesize the given product. (1) Given the product [Cl:1][C:2]1[CH:3]=[C:4]([C@@H:8]([C@@H:17]2[CH2:22][CH2:21][CH2:20][N:19]([C:23](=[N:43][C:44]#[N:45])[NH:24][C@H:25]([CH2:33][NH:34][CH3:35])[CH2:26][CH:27]3[CH2:32][CH2:31][CH2:30][CH2:29][CH2:28]3)[CH2:18]2)[O:9][CH2:10][CH2:11][NH:12][C:13](=[O:16])[O:14][CH3:15])[CH:5]=[CH:6][CH:7]=1, predict the reactants needed to synthesize it. The reactants are: [Cl:1][C:2]1[CH:3]=[C:4]([C@@H:8]([C@@H:17]2[CH2:22][CH2:21][CH2:20][N:19]([C:23](=[N:43][C:44]#[N:45])[NH:24][C@H:25]([CH2:33][N:34](C)[C:35](OC(C)(C)C)=O)[CH2:26][CH:27]3[CH2:32][CH2:31][CH2:30][CH2:29][CH2:28]3)[CH2:18]2)[O:9][CH2:10][CH2:11][NH:12][C:13](=[O:16])[O:14][CH3:15])[CH:5]=[CH:6][CH:7]=1. (2) Given the product [CH2:30]([O:11][C:3]1[C:2]([F:1])=[C:7]([F:8])[CH:6]=[C:5]([F:9])[C:4]=1[F:10])[CH2:29][CH2:28][CH2:27][CH2:26][CH2:25][CH2:24][CH2:23][CH2:22][CH2:21][CH2:20][CH3:19], predict the reactants needed to synthesize it. The reactants are: [F:1][C:2]1[C:7]([F:8])=[CH:6][C:5]([F:9])=[C:4]([F:10])[C:3]=1[OH:11].C(=O)([O-])[O-].[K+].[K+].Br[CH2:19][CH2:20][CH2:21][CH2:22][CH2:23][CH2:24][CH2:25][CH2:26][CH2:27][CH2:28][CH2:29][CH3:30].O. (3) Given the product [Br:3][C:4]1[CH:5]=[CH:6][C:7]([O:11][CH2:12][C:13]([CH3:19])([CH3:18])[C:14]([O:16][CH3:17])=[O:15])=[N:8][CH:9]=1, predict the reactants needed to synthesize it. The reactants are: [H-].[Na+].[Br:3][C:4]1[CH:5]=[CH:6][C:7](F)=[N:8][CH:9]=1.[OH:11][CH2:12][C:13]([CH3:19])([CH3:18])[C:14]([O:16][CH3:17])=[O:15].